This data is from Aqueous solubility values for 9,982 compounds from the AqSolDB database. The task is: Regression/Classification. Given a drug SMILES string, predict its absorption, distribution, metabolism, or excretion properties. Task type varies by dataset: regression for continuous measurements (e.g., permeability, clearance, half-life) or binary classification for categorical outcomes (e.g., BBB penetration, CYP inhibition). For this dataset (solubility_aqsoldb), we predict Y. The molecule is O=P(OCC(Br)CBr)(OCC(Br)CBr)OCC(Br)CBr. The Y is -4.94 log mol/L.